Predict the reactants needed to synthesize the given product. From a dataset of Full USPTO retrosynthesis dataset with 1.9M reactions from patents (1976-2016). Given the product [Cl:12][C:7]1[CH:6]=[C:5]([CH:4]([S:18][CH2:17][CH:16]([CH3:19])[CH3:15])[C:3]([NH:20][C:21]2[CH:26]=[CH:25][CH:24]=[CH:23][N:22]=2)=[O:14])[CH:10]=[CH:9][C:8]=1[Cl:11], predict the reactants needed to synthesize it. The reactants are: CO[C:3](=[O:14])[CH:4](Br)[C:5]1[CH:10]=[CH:9][C:8]([Cl:11])=[C:7]([Cl:12])[CH:6]=1.[CH3:15][CH:16]([CH3:19])[CH2:17][SH:18].[NH2:20][C:21]1[CH:26]=[CH:25][CH:24]=[CH:23][N:22]=1.